This data is from Aqueous solubility values for 9,982 compounds from the AqSolDB database. The task is: Regression/Classification. Given a drug SMILES string, predict its absorption, distribution, metabolism, or excretion properties. Task type varies by dataset: regression for continuous measurements (e.g., permeability, clearance, half-life) or binary classification for categorical outcomes (e.g., BBB penetration, CYP inhibition). For this dataset (solubility_aqsoldb), we predict Y. (1) The molecule is Nc1nc(N)c2nccnc2n1. The Y is -2.69 log mol/L. (2) The molecule is CCC(C)C(N)C(=O)OCCOC(=O)C(C)c1ccc2cc(OC)ccc2c1. The Y is -3.82 log mol/L. (3) The molecule is CCCCOC(=O)c1ccc(C(=O)OCCCC)cc1. The Y is -6.40 log mol/L. (4) The drug is CC1(C)CC(O)CC(C)(C)N1CCO. The Y is -0.860 log mol/L. (5) The compound is CCCCCCCCCc1cc2ccccc2c(S(=O)(=O)[O-])c1CCCCCCCCC.CCCCCCCCCc1cc2ccccc2c(S(=O)(=O)[O-])c1CCCCCCCCC.[Mg+2]. The Y is -4.67 log mol/L. (6) The molecule is CCOC(=O)CCCCCC(=O)OCC. The Y is -2.04 log mol/L.